Predict the product of the given reaction. From a dataset of Forward reaction prediction with 1.9M reactions from USPTO patents (1976-2016). (1) Given the reactants [BH4-].[Li+].C([O:5][C:6]([C:8]1([CH2:12][C:13]2[S:14][C:15]([Cl:18])=[CH:16][CH:17]=2)[CH2:11][CH2:10][CH2:9]1)=O)C.CO.[OH-].[Na+], predict the reaction product. The product is: [Cl:18][C:15]1[S:14][C:13]([CH2:12][C:8]2([CH2:6][OH:5])[CH2:11][CH2:10][CH2:9]2)=[CH:17][CH:16]=1. (2) Given the reactants [F:1][C:2]1[CH:7]=[CH:6][CH:5]=[C:4]([F:8])[C:3]=1[N:9]1[C:14]2[N:15]=[C:16](S(C)=O)[N:17]=[C:18]([C:19]3[CH:20]=[C:21]([CH:30]=[CH:31][C:32]=3[CH3:33])[C:22]([NH:24][C:25]3[S:26][CH:27]=[CH:28][N:29]=3)=[O:23])[C:13]=2[CH:12]=[CH:11][C:10]1=[O:37].[CH3:38][C:39]([NH:42][CH2:43][CH2:44][CH2:45][NH2:46])([CH3:41])[CH3:40], predict the reaction product. The product is: [F:8][C:4]1[CH:5]=[CH:6][CH:7]=[C:2]([F:1])[C:3]=1[N:9]1[C:14]2[N:15]=[C:16]([NH:46][CH2:45][CH2:44][CH2:43][NH:42][C:39]([CH3:41])([CH3:40])[CH3:38])[N:17]=[C:18]([C:19]3[CH:20]=[C:21]([CH:30]=[CH:31][C:32]=3[CH3:33])[C:22]([NH:24][C:25]3[S:26][CH:27]=[CH:28][N:29]=3)=[O:23])[C:13]=2[CH:12]=[CH:11][C:10]1=[O:37]. (3) Given the reactants [C:1]([C:5]1[O:9][N:8]=[C:7]([N:10]2[C:14](=[O:15])[C:13](Cl)=[C:12]([Cl:17])[CH:11]2[OH:18])[CH:6]=1)([CH3:4])([CH3:3])[CH3:2], predict the reaction product. The product is: [C:1]([C:5]1[O:9][N:8]=[C:7]([N:10]2[C:11](=[O:18])[C:12]([Cl:17])=[C:13]([NH:8][CH2:7][C:6]#[CH:5])[CH:14]2[OH:15])[CH:6]=1)([CH3:2])([CH3:3])[CH3:4]. (4) Given the reactants C[O:2][C:3](=[O:30])[C:4]1[C:9]([NH:10][C:11]2[C:16]3[CH2:17][C:18]([CH3:21])([CH3:20])[CH2:19][C:15]=3[N:14]=[C:13]([C:22]3[CH:27]=[C:26]([Cl:28])[CH:25]=[CH:24][C:23]=3[F:29])[N:12]=2)=[CH:8][CH:7]=[N:6][CH:5]=1.[OH-].[Na+].Cl, predict the reaction product. The product is: [Cl:28][C:26]1[CH:25]=[CH:24][C:23]([F:29])=[C:22]([C:13]2[N:12]=[C:11]([NH:10][C:9]3[C:4]([C:3]([OH:30])=[O:2])=[CH:5][N:6]=[CH:7][CH:8]=3)[C:16]3[CH2:17][C:18]([CH3:20])([CH3:21])[CH2:19][C:15]=3[N:14]=2)[CH:27]=1. (5) Given the reactants [N:1]1[CH:6]=[CH:5][CH:4]=[CH:3][C:2]=1[N:7]1[CH2:16][CH2:15][C:10]2(OCC[O:11]2)[CH2:9][CH2:8]1.Cl.C(=O)([O-])[O-].[Na+].[Na+], predict the reaction product. The product is: [N:1]1[CH:6]=[CH:5][CH:4]=[CH:3][C:2]=1[N:7]1[CH2:8][CH2:9][C:10](=[O:11])[CH2:15][CH2:16]1. (6) The product is: [F:18][C:4]1[N:3]=[C:2]([C:23]#[N:24])[CH:7]=[C:6]([C:8]2[CH:13]=[CH:12][C:11]([C:14]([F:17])([F:16])[F:15])=[CH:10][N:9]=2)[CH:5]=1. Given the reactants Cl[C:2]1[CH:7]=[C:6]([C:8]2[CH:13]=[CH:12][C:11]([C:14]([F:17])([F:16])[F:15])=[CH:10][N:9]=2)[CH:5]=[C:4]([F:18])[N:3]=1.C(Cl)(Cl)Cl.[CH3:23][N:24](C=O)C, predict the reaction product. (7) Given the reactants [CH2:1]([C:3]1[C:28]([O:29][CH3:30])=[CH:27][C:6]2[C:7]3[N:12]([CH:13]([C:15]([CH3:20])([CH3:19])[CH2:16][O:17][CH3:18])[CH2:14][C:5]=2[CH:4]=1)[CH:11]=[C:10]([C:21]([O:23]CC)=[O:22])[C:9](=[O:26])[CH:8]=3)[CH3:2].[OH-].[Na+].Cl, predict the reaction product. The product is: [CH2:1]([C:3]1[C:28]([O:29][CH3:30])=[CH:27][C:6]2[C:7]3[N:12]([CH:13]([C:15]([CH3:20])([CH3:19])[CH2:16][O:17][CH3:18])[CH2:14][C:5]=2[CH:4]=1)[CH:11]=[C:10]([C:21]([OH:23])=[O:22])[C:9](=[O:26])[CH:8]=3)[CH3:2]. (8) Given the reactants Cl[CH2:2][CH2:3][C:4]1[CH:5]=[C:6]2[C:11](=[C:12]([CH3:15])[C:13]=1[F:14])[NH:10][C:9](=[O:16])[CH2:8][C:7]2([CH3:18])[CH3:17].Cl.[N:20]1([C:26]2[C:30]3[CH:31]=[CH:32][CH:33]=[CH:34][C:29]=3[S:28][N:27]=2)[CH2:25][CH2:24][NH:23][CH2:22][CH2:21]1.C(=O)([O-])[O-].[K+].[K+].[I].[K], predict the reaction product. The product is: [S:28]1[C:29]2[CH:34]=[CH:33][CH:32]=[CH:31][C:30]=2[C:26]([N:20]2[CH2:21][CH2:22][N:23]([CH2:2][CH2:3][C:4]3[CH:5]=[C:6]4[C:11](=[C:12]([CH3:15])[C:13]=3[F:14])[NH:10][C:9](=[O:16])[CH2:8][C:7]4([CH3:18])[CH3:17])[CH2:24][CH2:25]2)=[N:27]1.